The task is: Predict which catalyst facilitates the given reaction.. This data is from Catalyst prediction with 721,799 reactions and 888 catalyst types from USPTO. (1) Reactant: [Cl:1][C:2]1[S:3][C:4]([CH2:7]O)=[CH:5][N:6]=1.S(Cl)(Cl)=O.C(N(CC)CC)C.[NH:20]1[C:28]2[C:23](=[CH:24][CH:25]=[CH:26][CH:27]=2)[C:22]2([C:32]3=[CH:33][C:34]4[O:38][CH2:37][O:36][C:35]=4[CH:39]=[C:31]3[O:30][CH2:29]2)[C:21]1=O.C(=O)([O-])[O-].[Cs+].[Cs+]. Product: [Cl:1][C:2]1[S:3][C:4]([CH2:7][N:20]2[C:28]3[C:23](=[CH:24][CH:25]=[CH:26][CH:27]=3)[C:22]3([C:32]4=[CH:33][C:34]5[O:38][CH2:37][O:36][C:35]=5[CH:39]=[C:31]4[O:30][CH2:29]3)[CH2:21]2)=[CH:5][N:6]=1. The catalyst class is: 2. (2) Reactant: [Cl:1][C:2]1[N:7]=[C:6](Cl)[C:5]([C:9]([O:11][CH2:12][CH3:13])=[O:10])=[CH:4][N:3]=1.[F:14][C:15]1[CH:16]=[C:17]([CH:21]=[CH:22][CH:23]=1)[CH2:18][CH2:19][NH2:20].CCN(C(C)C)C(C)C. Product: [Cl:1][C:2]1[N:7]=[C:6]([NH:20][CH2:19][CH2:18][C:17]2[CH:21]=[CH:22][CH:23]=[C:15]([F:14])[CH:16]=2)[C:5]([C:9]([O:11][CH2:12][CH3:13])=[O:10])=[CH:4][N:3]=1. The catalyst class is: 3. (3) Reactant: [C:1]([C:9]1[N:13]([C:14]2[CH:19]=[C:18]([C:20]3([CH3:23])[CH2:22][CH2:21]3)[CH:17]=[C:16]([C:24]([CH3:27])([CH3:26])[CH3:25])[CH:15]=2)[CH:12]=[C:11]([C:28]([O:30]CC)=[O:29])[C:10]=1[CH3:33])(=[O:8])[C:2]1[CH:7]=[CH:6][CH:5]=[CH:4][CH:3]=1.CC([O-])(C)C.[K+].Cl. Product: [C:1]([C:9]1[N:13]([C:14]2[CH:19]=[C:18]([C:20]3([CH3:23])[CH2:21][CH2:22]3)[CH:17]=[C:16]([C:24]([CH3:25])([CH3:26])[CH3:27])[CH:15]=2)[CH:12]=[C:11]([C:28]([OH:30])=[O:29])[C:10]=1[CH3:33])(=[O:8])[C:2]1[CH:3]=[CH:4][CH:5]=[CH:6][CH:7]=1. The catalyst class is: 58. (4) Reactant: [CH3:1][C:2]1([CH3:28])[CH2:7][O:6][CH:5]([CH2:8][O:9][C:10]2[CH:15]=[CH:14][N:13]=[C:12]([CH2:16][S:17][C:18]3[NH:22][C:21]4[CH:23]=[CH:24][CH:25]=[CH:26][C:20]=4[N:19]=3)[C:11]=2[CH3:27])[O:4][CH2:3]1.ClC1C=CC=C(C(OO)=[O:37])C=1.C(=O)([O-])O.[Na+]. Product: [CH3:1][C:2]1([CH3:28])[CH2:7][O:6][CH:5]([CH2:8][O:9][C:10]2[CH:15]=[CH:14][N:13]=[C:12]([CH2:16][S:17]([C:18]3[NH:19][C:20]4[CH:26]=[CH:25][CH:24]=[CH:23][C:21]=4[N:22]=3)=[O:37])[C:11]=2[CH3:27])[O:4][CH2:3]1. The catalyst class is: 442. (5) Reactant: Cl[C:2]1[CH:7]=[C:6]2[CH2:8][O:9][C:10]3[CH:37]=[C:36]4[C:13]([CH2:14][CH2:15][C:16]5[N:20]=[C:19]([C@@H:21]6[CH2:25][C@H:24]([CH2:26][O:27][CH3:28])[CH2:23][N:22]6[C:29]([O:31][C:32]([CH3:35])([CH3:34])[CH3:33])=[O:30])[NH:18][C:17]=54)=[CH:12][C:11]=3[C:5]2=[CH:4][CH:3]=1.[B:38]1([B:38]2[O:42][C:41]([CH3:44])([CH3:43])[C:40]([CH3:46])([CH3:45])[O:39]2)[O:42][C:41]([CH3:44])([CH3:43])[C:40]([CH3:46])([CH3:45])[O:39]1.C([O-])(=O)C.[K+].C1(P(C2CCCCC2)C2C=CC=CC=2C2C(C(C)C)=CC(C(C)C)=CC=2C(C)C)CCCCC1. Product: [CH3:28][O:27][CH2:26][C@@H:24]1[CH2:23][N:22]([C:29]([O:31][C:32]([CH3:33])([CH3:35])[CH3:34])=[O:30])[C@H:21]([C:19]2[NH:18][C:17]3[C:36]4[C:13]([CH2:14][CH2:15][C:16]=3[N:20]=2)=[CH:12][C:11]2[C:5]3[C:6]([CH2:8][O:9][C:10]=2[CH:37]=4)=[CH:7][C:2]([B:38]2[O:42][C:41]([CH3:44])([CH3:43])[C:40]([CH3:46])([CH3:45])[O:39]2)=[CH:3][CH:4]=3)[CH2:25]1. The catalyst class is: 155. (6) Reactant: Cl[C:2]1[CH:7]=[C:6]([NH:8][C@@H:9]2[CH2:14][CH2:13][C@H:12]([C:15]([NH:17][CH:18]([CH3:20])[CH3:19])=[O:16])[CH2:11][CH2:10]2)[C:5]([N+:21]([O-:23])=[O:22])=[CH:4][N:3]=1.[NH:24]1[CH2:29][CH2:28][S:27](=[O:31])(=[O:30])[CH2:26][CH2:25]1. Product: [CH:18]([NH:17][C:15]([C@H:12]1[CH2:13][CH2:14][C@@H:9]([NH:8][C:6]2[C:5]([N+:21]([O-:23])=[O:22])=[CH:4][N:3]=[C:2]([N:24]3[CH2:29][CH2:28][S:27](=[O:31])(=[O:30])[CH2:26][CH2:25]3)[CH:7]=2)[CH2:10][CH2:11]1)=[O:16])([CH3:20])[CH3:19]. The catalyst class is: 41. (7) Reactant: [C:1]1([C:7]2([CH2:20][O:21][CH2:22][C:23]3[C:31]4[N:30]=[CH:29][N:28](COCC[Si](C)(C)C)[C:27]=4[CH:26]=[C:25]([C:40]([F:43])([F:42])[F:41])[CH:24]=3)[CH2:12][CH2:11][N:10]([C:13](OC(C)(C)C)=O)[CH2:9][CH2:8]2)[CH:6]=[CH:5][CH:4]=[CH:3][CH:2]=1.[F:44][C:45]([F:50])([F:49])[C:46]([OH:48])=[O:47].O.C=O.C([BH3-])#N.[Na+]. Product: [CH3:13][N:10]1[CH2:11][CH2:12][C:7]([CH2:20][O:21][CH2:22][C:23]2[C:31]3[N:30]=[CH:29][NH:28][C:27]=3[CH:26]=[C:25]([C:40]([F:42])([F:41])[F:43])[CH:24]=2)([C:1]2[CH:2]=[CH:3][CH:4]=[CH:5][CH:6]=2)[CH2:8][CH2:9]1.[C:46]([OH:48])([C:45]([F:50])([F:49])[F:44])=[O:47]. The catalyst class is: 15. (8) Reactant: [F:1][C:2]([F:21])([F:20])[C:3]1[CH:4]=[C:5](/[N:9]=[C:10]2\[C:11](=[O:19])[NH:12][C:13]3[C:18]\2=[CH:17][CH:16]=[CH:15][CH:14]=3)[CH:6]=[CH:7][CH:8]=1.C(N(CC)CC)C.[Br:29][C:30]1[CH:35]=[CH:34][C:33](B(O)O)=[CH:32][CH:31]=1. Product: [Br:29][C:30]1[CH:35]=[CH:34][C:33]([N:12]2[C:13]3[C:18](=[CH:17][CH:16]=[CH:15][CH:14]=3)/[C:10](=[N:9]/[C:5]3[CH:6]=[CH:7][CH:8]=[C:3]([C:2]([F:1])([F:20])[F:21])[CH:4]=3)/[C:11]2=[O:19])=[CH:32][CH:31]=1. The catalyst class is: 302.